Dataset: Forward reaction prediction with 1.9M reactions from USPTO patents (1976-2016). Task: Predict the product of the given reaction. (1) Given the reactants C[Al](C)C.[Cl-].[NH4+:6].[Cl:7][C:8]1[CH:16]=[C:15]2[C:11]([C:12]([C:26]#[N:27])=[N:13][N:14]2[CH2:17][CH2:18][C:19]([F:25])([F:24])[C:20]([F:23])([F:22])[F:21])=[CH:10][CH:9]=1.CO, predict the reaction product. The product is: [Cl:7][C:8]1[CH:16]=[C:15]2[C:11]([C:12]([C:26](=[NH:6])[NH2:27])=[N:13][N:14]2[CH2:17][CH2:18][C:19]([F:25])([F:24])[C:20]([F:21])([F:23])[F:22])=[CH:10][CH:9]=1. (2) Given the reactants C(OC(=O)[NH:7][C:8]1[C@:9]([CH3:26])([C:22]([F:25])([F:24])[F:23])[O:10][CH2:11][C@:12]([C:15]2[CH:20]=[CH:19][CH:18]=[C:17](Br)[N:16]=2)([CH3:14])[N:13]=1)(C)(C)C.C([O-])([O-])=O.[K+].[K+].[NH3:34], predict the reaction product. The product is: [NH2:34][C:17]1[N:16]=[C:15]([C@:12]2([CH3:14])[CH2:11][O:10][C@@:9]([CH3:26])([C:22]([F:25])([F:24])[F:23])[C:8]([NH2:7])=[N:13]2)[CH:20]=[CH:19][CH:18]=1. (3) Given the reactants [NH2:1][C@@H:2]([CH:34]([CH3:36])[CH3:35])[C:3]([N:5]1[CH2:10][CH2:9][N:8]([C:11]([O:13][CH2:14][C:15]2[CH:20]=[CH:19][CH:18]=[CH:17][CH:16]=2)=[O:12])[CH2:7][C@H:6]1[C:21]([NH:23][C@H:24]1[C:33]2[C:28](=[CH:29][CH:30]=[CH:31][CH:32]=2)[CH2:27][CH2:26][CH2:25]1)=[O:22])=[O:4].[C:37]([N:44]([CH3:50])[C@H:45]([C:47](O)=[O:48])[CH3:46])([O:39][C:40]([CH3:43])([CH3:42])[CH3:41])=[O:38].CCN(C(C)C)C(C)C.CN(C(ON1N=NC2C=CC=CC1=2)=[N+](C)C)C.F[P-](F)(F)(F)(F)F.C1C=CC2N(O)N=NC=2C=1, predict the reaction product. The product is: [C:40]([O:39][C:37]([N:44]([CH3:50])[C@@H:45]([CH3:46])[C:47]([NH:1][C@@H:2]([CH:34]([CH3:36])[CH3:35])[C:3]([N:5]1[CH2:10][CH2:9][N:8]([C:11]([O:13][CH2:14][C:15]2[CH:20]=[CH:19][CH:18]=[CH:17][CH:16]=2)=[O:12])[CH2:7][C@H:6]1[C:21]([NH:23][C@H:24]1[C:33]2[C:28](=[CH:29][CH:30]=[CH:31][CH:32]=2)[CH2:27][CH2:26][CH2:25]1)=[O:22])=[O:4])=[O:48])=[O:38])([CH3:43])([CH3:42])[CH3:41]. (4) Given the reactants [CH2:1]([N:4]1[CH2:9][CH2:8][CH2:7][CH2:6][CH:5]1[CH2:10][CH2:11]O)[CH2:2][CH3:3].S(Cl)([Cl:15])=O, predict the reaction product. The product is: [Cl:15][CH2:11][CH2:10][CH:5]1[CH2:6][CH2:7][CH2:8][CH2:9][N:4]1[CH2:1][CH2:2][CH3:3].